This data is from Forward reaction prediction with 1.9M reactions from USPTO patents (1976-2016). The task is: Predict the product of the given reaction. (1) Given the reactants [N:1]([C:4]1[CH:12]=[CH:11][C:7]([C:8]([OH:10])=O)=[CH:6][CH:5]=1)=[N+:2]=[N-:3].C1C=[CH:15][C:16]2N(O)N=[N:19][C:17]=2C=1.C(N)CC.CCN=C=NCCCN(C)C, predict the reaction product. The product is: [N:1]([C:4]1[CH:5]=[CH:6][C:7]([C:8]([NH:19][CH2:17][CH2:16][CH3:15])=[O:10])=[CH:11][CH:12]=1)=[N+:2]=[N-:3]. (2) Given the reactants [CH3:1][C:2]1[CH:7]=[CH:6][C:5]([C:8]2[N:13]=[C:12]3[C:14](=[O:18])[O:15][C:16](=[O:17])[C:11]3=[N:10][C:9]=2[C:19]2[CH:24]=[CH:23][C:22]([CH3:25])=[CH:21][CH:20]=2)=[CH:4][CH:3]=1.[C:26]([OH:30])([CH3:29])([CH3:28])[CH3:27], predict the reaction product. The product is: [C:26]([O:30][C:14]([C:12]1[C:11]([C:16]([OH:15])=[O:17])=[N:10][C:9]([C:19]2[CH:20]=[CH:21][C:22]([CH3:25])=[CH:23][CH:24]=2)=[C:8]([C:5]2[CH:4]=[CH:3][C:2]([CH3:1])=[CH:7][CH:6]=2)[N:13]=1)=[O:18])([CH3:29])([CH3:28])[CH3:27]. (3) The product is: [CH2:1]([O:8][C:9]1[CH:14]=[CH:13][C:12]([CH:15]([N:20]([CH3:28])[C:21](=[O:27])[O:22][C:23]([CH3:26])([CH3:25])[CH3:24])[CH2:16][CH2:17][CH2:18][OH:46])=[CH:11][CH:10]=1)[C:2]1[CH:7]=[CH:6][CH:5]=[CH:4][CH:3]=1. Given the reactants [CH2:1]([O:8][C:9]1[CH:14]=[CH:13][C:12]([CH:15]([N:20]([CH3:28])[C:21](=[O:27])[O:22][C:23]([CH3:26])([CH3:25])[CH3:24])[CH2:16][CH2:17][C:18]#N)=[CH:11][CH:10]=1)[C:2]1[CH:7]=[CH:6][CH:5]=[CH:4][CH:3]=1.[H-].C([Al+]CC(C)C)C(C)C.CCCCCC.S([O-])([O-])(=O)=[O:46].[Na+].[Na+].[BH4-].[Na+], predict the reaction product. (4) Given the reactants C([O-])([O-])=O.[K+].[K+].[NH:7]1[CH2:11][CH2:10][CH2:9][CH2:8]1.Br[CH2:13][C:14]1[CH:21]=[CH:20][C:17]([CH:18]=[O:19])=[CH:16][CH:15]=1, predict the reaction product. The product is: [N:7]1([CH2:13][C:14]2[CH:21]=[CH:20][C:17]([CH:18]=[O:19])=[CH:16][CH:15]=2)[CH2:11][CH2:10][CH2:9][CH2:8]1.